The task is: Predict the reactants needed to synthesize the given product.. This data is from Full USPTO retrosynthesis dataset with 1.9M reactions from patents (1976-2016). (1) Given the product [F:1][C:2]1[CH:22]=[CH:21][CH:20]=[CH:19][C:3]=1[CH2:4][N:5]1[C:9]2=[N:10][CH:11]=[CH:12][CH:13]=[C:8]2[C:7]([C:14]([NH2:23])=[O:15])=[N:6]1, predict the reactants needed to synthesize it. The reactants are: [F:1][C:2]1[CH:22]=[CH:21][CH:20]=[CH:19][C:3]=1[CH2:4][N:5]1[C:9]2=[N:10][CH:11]=[CH:12][CH:13]=[C:8]2[C:7]([C:14](OCC)=[O:15])=[N:6]1.[NH3:23]. (2) Given the product [C:6]1([CH:3]([NH:2][C:35](=[O:36])[CH2:34][CH2:33][C:25]2[CH:26]=[CH:27][C:28]([O:29][CH2:30][C:31]#[CH:32])=[C:23]([O:22][CH3:21])[CH:24]=2)[C:4]#[N:5])[CH:11]=[CH:10][CH:9]=[CH:8][CH:7]=1, predict the reactants needed to synthesize it. The reactants are: Cl.[NH2:2][CH:3]([C:6]1[CH:11]=[CH:10][CH:9]=[CH:8][CH:7]=1)[C:4]#[N:5].C(N(C(C)C)CC)(C)C.[CH3:21][O:22][C:23]1[CH:24]=[C:25]([CH2:33][CH2:34][C:35](Cl)=[O:36])[CH:26]=[CH:27][C:28]=1[O:29][CH2:30][C:31]#[CH:32]. (3) Given the product [CH:1]([NH:4][C:5]([C:7]1[C:15]2[C:10](=[N:11][CH:12]=[C:13]([C:16]3[C:24]4[C:19](=[CH:20][CH:21]=[C:22]([CH:25]=[O:26])[CH:23]=4)[N:18]([CH3:27])[N:17]=3)[N:14]=2)[N:9]([CH2:28][O:29][CH2:30][CH2:31][Si:32]([CH3:34])([CH3:33])[CH3:35])[CH:8]=1)=[O:6])([CH3:3])[CH3:2], predict the reactants needed to synthesize it. The reactants are: [CH:1]([NH:4][C:5]([C:7]1[C:15]2[C:10](=[N:11][CH:12]=[C:13]([C:16]3[C:24]4[C:19](=[CH:20][CH:21]=[C:22]([CH2:25][OH:26])[CH:23]=4)[N:18]([CH3:27])[N:17]=3)[N:14]=2)[N:9]([CH2:28][O:29][CH2:30][CH2:31][Si:32]([CH3:35])([CH3:34])[CH3:33])[CH:8]=1)=[O:6])([CH3:3])[CH3:2].CC(OI1(OC(C)=O)(OC(C)=O)OC(=O)C2C=CC=CC1=2)=O. (4) Given the product [Si:1]([O:18][C@@H:19]([CH3:25])[CH2:20][CH:21]=[O:22])([C:14]([CH3:16])([CH3:17])[CH3:15])([C:8]1[CH:9]=[CH:10][CH:11]=[CH:12][CH:13]=1)[C:2]1[CH:3]=[CH:4][CH:5]=[CH:6][CH:7]=1, predict the reactants needed to synthesize it. The reactants are: [Si:1]([O:18][C@@H:19]([CH3:25])[CH2:20][C:21](OC)=[O:22])([C:14]([CH3:17])([CH3:16])[CH3:15])([C:8]1[CH:13]=[CH:12][CH:11]=[CH:10][CH:9]=1)[C:2]1[CH:7]=[CH:6][CH:5]=[CH:4][CH:3]=1.CC(C[AlH]CC(C)C)C.[NH4+].[Cl-].[O-]S([O-])(=O)=O.[Mg+2]. (5) Given the product [CH3:19][O:18][C:15]1[CH:16]=[CH:17][C:11]2[S:10][C:9](=[N:8][C:6](=[O:7])[C:5]3[CH:4]=[CH:3][C:2]([CH3:1])=[CH:21][CH:20]=3)[N:13]([CH:23]([CH2:28][CH3:29])[C:24]([OH:26])=[O:25])[C:12]=2[CH:14]=1, predict the reactants needed to synthesize it. The reactants are: [CH3:1][C:2]1[CH:21]=[CH:20][C:5]([C:6]([NH:8][C:9]2[S:10][C:11]3[CH:17]=[CH:16][C:15]([O:18][CH3:19])=[CH:14][C:12]=3[N:13]=2)=[O:7])=[CH:4][CH:3]=1.Br[CH:23]([CH2:28][CH3:29])[C:24]([O:26]C)=[O:25].CC1C=CC(C(NC2SC3C=C(C)C=CC=3N=2)=O)=CC=1.BrC(CC)C(OCC)=O. (6) Given the product [CH2:1]([O:8][C:9]1[C:14]([C:15]2[CH:16]=[C:17]([C:33]([CH3:36])([CH3:35])[CH3:34])[C:18]([O:31][CH3:32])=[C:19]([NH:21][C:22]([C:24]3[N:25]=[N:26][C:27]([NH:40][CH2:39][C:38]([F:42])([F:41])[F:37])=[CH:28][CH:29]=3)=[O:23])[CH:20]=2)=[CH:13][CH:12]=[CH:11][N:10]=1)[C:2]1[CH:7]=[CH:6][CH:5]=[CH:4][CH:3]=1, predict the reactants needed to synthesize it. The reactants are: [CH2:1]([O:8][C:9]1[C:14]([C:15]2[CH:16]=[C:17]([C:33]([CH3:36])([CH3:35])[CH3:34])[C:18]([O:31][CH3:32])=[C:19]([NH:21][C:22]([C:24]3[N:25]=[N:26][C:27](Cl)=[CH:28][CH:29]=3)=[O:23])[CH:20]=2)=[CH:13][CH:12]=[CH:11][N:10]=1)[C:2]1[CH:7]=[CH:6][CH:5]=[CH:4][CH:3]=1.[F:37][C:38]([F:42])([F:41])[CH2:39][NH2:40].O. (7) The reactants are: Cl[C:2]1[N:6]([CH3:7])[N:5]=[CH:4][C:3]=1[NH:8][C:9]([C:11]1[N:12]=[C:13]([C:24]2[C:29](F)=[CH:28][CH:27]=[CH:26][C:25]=2[F:31])[S:14][C:15]=1[NH:16][C:17](=[O:23])[O:18][C:19]([CH3:22])([CH3:21])[CH3:20])=[O:10].F[C:33]1(C2N(C)N=CC=2[N+]([O-])=O)[CH2:39][CH2:38][CH:37]([NH:40][C:41](=[O:47])[O:42][C:43]([CH3:46])([CH3:45])[CH3:44])[CH:36]([OH:48])[CH2:35][CH2:34]1. Given the product [C:19]([O:18][C:17]([NH:16][C:15]1[S:14][C:13]([C:24]2[CH:29]=[CH:28][CH:27]=[CH:26][C:25]=2[F:31])=[N:12][C:11]=1[C:9]([NH:8][C:3]1[CH:4]=[N:5][N:6]([CH3:7])[C:2]=1[C:33]12[O:48][CH:36]([CH2:35][CH2:34]1)[CH:37]([NH:40][C:41](=[O:47])[O:42][C:43]([CH3:46])([CH3:45])[CH3:44])[CH2:38][CH2:39]2)=[O:10])=[O:23])([CH3:22])([CH3:21])[CH3:20], predict the reactants needed to synthesize it. (8) Given the product [F:1][C:2]1[CH:7]=[N:6][C:5]2[N:8]([S:18]([C:13]3[CH:12]=[CH:17][C:16]([CH3:25])=[CH:15][CH:14]=3)(=[O:19])=[O:20])[CH:9]=[CH:10][C:4]=2[C:3]=1[OH:11], predict the reactants needed to synthesize it. The reactants are: [F:1][C:2]1[CH:7]=[N:6][C:5]2[NH:8][CH:9]=[CH:10][C:4]=2[C:3]=1[OH:11].[C:12]1(C)[C:13]([S:18](Cl)(=[O:20])=[O:19])=[CH:14][CH:15]=[CH:16][CH:17]=1.[H-].[Na+].[CH3:25]N(C=O)C. (9) Given the product [I:1][C:2]1[CH:3]=[N:4][N:5]([CH2:7][CH:8]2[CH2:12][C:13](=[O:15])[NH:16][C:9]2=[O:10])[CH:6]=1, predict the reactants needed to synthesize it. The reactants are: [I:1][C:2]1[CH:3]=[N:4][N:5]([CH2:7][CH:8]([CH2:12][C:13]([OH:15])=O)[C:9](O)=[O:10])[CH:6]=1.[NH2:16]C(N)=O.